From a dataset of Reaction yield outcomes from USPTO patents with 853,638 reactions. Predict the reaction yield, written as a fraction of the theoretical maximum amount of product (1.0 means a 100% yield; for example, 0.34 means a 34% yield). (1) The reactants are Cl[C:2]1[C:3](=[O:16])[N:4]([CH3:15])[S:5](=[O:14])(=[O:13])[C:6]=1[C:7]1[CH:12]=[CH:11][CH:10]=[CH:9][CH:8]=1.[O:17]1[CH2:22][CH2:21][N:20]([C:23]2[CH:29]=[CH:28][C:26]([NH2:27])=[CH:25][CH:24]=2)[CH2:19][CH2:18]1. The catalyst is CC#N. The product is [CH3:15][N:4]1[C:3](=[O:16])[C:2]([NH:27][C:26]2[CH:25]=[CH:24][C:23]([N:20]3[CH2:21][CH2:22][O:17][CH2:18][CH2:19]3)=[CH:29][CH:28]=2)=[C:6]([C:7]2[CH:12]=[CH:11][CH:10]=[CH:9][CH:8]=2)[S:5]1(=[O:14])=[O:13]. The yield is 0.420. (2) The reactants are [CH2:1]([O:3][C:4](=[O:8])[CH2:5][N+:6]#[C-:7])[CH3:2].CO[CH:11](OC)[N:12]([CH3:14])[CH3:13]. The catalyst is C(O)C. The product is [CH2:1]([O:3][C:4](=[O:8])/[C:5](/[N+:6]#[C-:7])=[CH:11]/[N:12]([CH3:14])[CH3:13])[CH3:2]. The yield is 0.711. (3) The reactants are [C:1]1([C:7]#[C:8][C:9]2[CH:14]=[CH:13][CH:12]=[CH:11][C:10]=2[CH:15]([OH:22])[C:16]#[C:17][Si:18]([CH3:21])([CH3:20])[CH3:19])[CH:6]=[CH:5][CH:4]=[CH:3][CH:2]=1.[H-].[Na+].I[CH3:26]. The catalyst is C1COCC1. The product is [CH3:26][O:22][CH:15]([C:10]1[CH:11]=[CH:12][CH:13]=[CH:14][C:9]=1[C:8]#[C:7][C:1]1[CH:2]=[CH:3][CH:4]=[CH:5][CH:6]=1)[C:16]#[C:17][Si:18]([CH3:19])([CH3:21])[CH3:20]. The yield is 0.670. (4) The product is [F:1][C:2]1[CH:3]=[C:4]([CH:23]=[CH:24][C:25]=1[F:26])[O:5][C:6]1[N:11]=[CH:10][C:9]([CH2:12][C:13]([OH:15])=[O:14])=[CH:8][CH:7]=1. The yield is 0.980. The reactants are [F:1][C:2]1[CH:3]=[C:4]([CH:23]=[CH:24][C:25]=1[F:26])[O:5][C:6]1[N:11]=[CH:10][C:9]([CH:12](C(OCC)=O)[C:13]([O:15]CC)=[O:14])=[CH:8][CH:7]=1.[OH-].[K+]. The catalyst is C(O)C. (5) The reactants are [S:1]1[CH:5]=[CH:4][C:3]2[CH:6]=[C:7]([CH:10]3[C:19]4[C:14](=[CH:15][CH:16]=[CH:17][CH:18]=4)[CH2:13][NH:12][CH2:11]3)[CH:8]=[CH:9][C:2]1=2.Cl[CH2:21][C:22]#[N:23].[C:24](=[O:27])([O-:26])[O-].[Cs+].[Cs+].[C:30]([O:33]CC)(=[O:32])C. The catalyst is CN(C=O)C. The product is [C:30]([OH:33])(=[O:32])/[CH:21]=[CH:22]/[C:24]([OH:26])=[O:27].[S:1]1[CH:5]=[CH:4][C:3]2[CH:6]=[C:7]([CH:10]3[C:19]4[C:14](=[CH:15][CH:16]=[CH:17][CH:18]=4)[CH2:13][N:12]([CH2:21][C:22]#[N:23])[CH2:11]3)[CH:8]=[CH:9][C:2]1=2. The yield is 0.310. (6) The catalyst is C(Cl)(Cl)Cl. The yield is 0.0330. The product is [Cl:1][C:2]1[N:3]=[C:4]2[N:8]([C:9]=1[S:10]([NH:29][C:27]1[CH:26]=[CH:25][C:21]3[CH2:22][CH2:23][CH2:24][NH:18][CH2:19][C:20]=3[CH:28]=1)(=[O:12])=[O:11])[CH:7]=[CH:6][S:5]2. The reactants are [Cl:1][C:2]1[N:3]=[C:4]2[N:8]([C:9]=1[S:10](Cl)(=[O:12])=[O:11])[CH:7]=[CH:6][S:5]2.FC(F)(F)C([N:18]1[CH2:24][CH2:23][CH2:22][C:21]2[CH:25]=[CH:26][C:27]([NH2:29])=[CH:28][C:20]=2[CH2:19]1)=O.N1C=CC=CC=1.O. (7) The reactants are [CH2:1]([O:8][C:9]1[CH:16]=[CH:15][C:12]([CH:13]=O)=[CH:11][C:10]=1[O:17][CH3:18])[C:2]1[CH:7]=[CH:6][CH:5]=[CH:4][CH:3]=1.C([O-])(=O)C.[Na+].Cl.[NH2:25]O.[OH-].[Na+]. The catalyst is C(O)(=O)C. The product is [CH2:1]([O:8][C:9]1[CH:16]=[CH:15][C:12]([C:13]#[N:25])=[CH:11][C:10]=1[O:17][CH3:18])[C:2]1[CH:7]=[CH:6][CH:5]=[CH:4][CH:3]=1. The yield is 0.800. (8) The reactants are [F:1][C:2]([F:25])([F:24])[O:3][C:4]1[CH:9]=[CH:8][C:7]([N:10]2[CH:14]=[CH:13][C:12]([C:15]3[CH:23]=[CH:22][C:18]([C:19](O)=[O:20])=[CH:17][CH:16]=3)=[N:11]2)=[CH:6][CH:5]=1.C(N(CC)CC)C.C1(P([N:47]=[N+:48]=[N-:49])(C2C=CC=CC=2)=O)C=CC=CC=1. The catalyst is C(O)(C)C. The product is [F:1][C:2]([F:25])([F:24])[O:3][C:4]1[CH:9]=[CH:8][C:7]([N:10]2[CH:14]=[CH:13][C:12]([C:15]3[CH:23]=[CH:22][C:18]([C:19]([N:47]=[N+:48]=[N-:49])=[O:20])=[CH:17][CH:16]=3)=[N:11]2)=[CH:6][CH:5]=1. The yield is 0.300. (9) The reactants are [Cl:1][C:2]1[CH:7]=[CH:6][C:5]([OH:8])=[C:4]([I:9])[CH:3]=1.C(=O)([O-])[O-].[K+].[K+].[CH2:16](Br)[CH:17]=[CH:18][CH3:19]. The catalyst is CN(C=O)C. The product is [Cl:1][C:2]1[CH:7]=[CH:6][C:5]([O:8][CH2:16][CH:17]=[CH:18][CH3:19])=[C:4]([I:9])[CH:3]=1. The yield is 0.940. (10) The reactants are [Cl:1][C:2]1[CH:7]=[CH:6][C:5]([C:8]2([C:11]3[C:20]([OH:21])=[C:19]([C:22]([OH:24])=[O:23])[C:18]4[C:13](=[C:14](OC(F)(F)F)[CH:15]=[CH:16][CH:17]=4)[N:12]=3)[CH2:10][CH2:9]2)=[CH:4][CH:3]=1.[C:30](OCC(C1(C2C=CC(Cl)=CC=2)CC1)=O)(=O)[CH3:31]. No catalyst specified. The product is [Cl:1][C:2]1[CH:7]=[CH:6][C:5]([C:8]2([C:11]3[C:20]([OH:21])=[C:19]([C:22]([OH:24])=[O:23])[C:18]4[C:13](=[C:14]([CH2:30][CH3:31])[CH:15]=[CH:16][CH:17]=4)[N:12]=3)[CH2:9][CH2:10]2)=[CH:4][CH:3]=1. The yield is 0.180.